This data is from M1 muscarinic receptor agonist screen with 61,833 compounds. The task is: Binary Classification. Given a drug SMILES string, predict its activity (active/inactive) in a high-throughput screening assay against a specified biological target. The result is 0 (inactive). The compound is Clc1ccc(c2oc(c(n2)CN2CCC(CC2)C(=O)NCCCN2CCCC2=O)C)cc1.